This data is from Full USPTO retrosynthesis dataset with 1.9M reactions from patents (1976-2016). The task is: Predict the reactants needed to synthesize the given product. (1) Given the product [CH2:1]([O:3][C:4](=[O:28])[NH:5][C:6]1[CH:11]=[CH:10][CH:9]=[C:8]([CH:12]([C:14]2[C:19](=[O:20])[CH:18]=[CH:17][N:16]([C:21]3[CH:22]=[CH:23][C:24]([Cl:27])=[CH:25][CH:26]=3)[N:15]=2)[OH:13])[CH:7]=1)[CH3:2], predict the reactants needed to synthesize it. The reactants are: [CH2:1]([O:3][C:4](=[O:28])[NH:5][C:6]1[CH:11]=[CH:10][CH:9]=[C:8]([C:12]([C:14]2[C:19](=[O:20])[CH:18]=[CH:17][N:16]([C:21]3[CH:26]=[CH:25][C:24]([Cl:27])=[CH:23][CH:22]=3)[N:15]=2)=[O:13])[CH:7]=1)[CH3:2].[BH4-].[Na+].Cl. (2) Given the product [CH3:28][O:29][C:30]([C:32]1[N:33]([C:46]([O:48][C:49]([CH3:52])([CH3:51])[CH3:50])=[O:47])[CH:34]=[C:35]([C:2]2[CH:12]=[CH:11][CH:10]=[C:9]([N:13]3[N:22]=[CH:21][C:20]4[C:15](=[CH:16][CH:17]=[C:18]([C:23]([CH3:26])([CH3:24])[CH3:25])[CH:19]=4)[C:14]3=[O:27])[C:3]=2[CH2:4][O:5][C:6](=[O:8])[CH3:7])[CH:36]=1)=[O:31], predict the reactants needed to synthesize it. The reactants are: Br[C:2]1[CH:12]=[CH:11][CH:10]=[C:9]([N:13]2[N:22]=[CH:21][C:20]3[C:15](=[CH:16][CH:17]=[C:18]([C:23]([CH3:26])([CH3:25])[CH3:24])[CH:19]=3)[C:14]2=[O:27])[C:3]=1[CH2:4][O:5][C:6](=[O:8])[CH3:7].[CH3:28][O:29][C:30]([C:32]1[N:33]([C:46]([O:48][C:49]([CH3:52])([CH3:51])[CH3:50])=[O:47])[CH:34]=[C:35](B2OC(C)(C)C(C)(C)O2)[CH:36]=1)=[O:31].C([O-])([O-])=O.[K+].[K+]. (3) The reactants are: [CH3:1][O:2][C:3]1[CH:8]=[C:7]([O:9][CH3:10])[CH:6]=[CH:5][C:4]=1[CH2:11][N:12]([O:24][CH2:25][C:26]1[CH:31]=[CH:30][C:29]([O:32][CH3:33])=[CH:28][CH:27]=1)[C:13]([CH2:15][C@@H:16]([CH2:20][CH2:21][CH2:22][CH3:23])[C:17]([OH:19])=O)=[O:14].[Na].Cl.[NH2:36][C@@H:37]([CH2:50][C:51]1[C:52]2[CH:59]=[CH:58][CH:57]=[CH:56][C:53]=2[S:54][CH:55]=1)[C:38]([N:40]1[CH2:44][CH2:43][CH2:42][C@H:41]1[C:45]([N:47]([CH3:49])[CH3:48])=[O:46])=[O:39].CCN=C=NCCCN(C)C.Cl.C1C=CC2N(O)N=NC=2C=1.CCN(C(C)C)C(C)C. Given the product [CH3:49][N:47]([CH3:48])[C:45]([C@@H:41]1[CH2:42][CH2:43][CH2:44][N:40]1[C:38](=[O:39])[C@@H:37]([NH:36][C:17](=[O:19])[C@H:16]([CH2:20][CH2:21][CH2:22][CH3:23])[CH2:15][C:13]([N:12]([CH2:11][C:4]1[CH:5]=[CH:6][C:7]([O:9][CH3:10])=[CH:8][C:3]=1[O:2][CH3:1])[O:24][CH2:25][C:26]1[CH:31]=[CH:30][C:29]([O:32][CH3:33])=[CH:28][CH:27]=1)=[O:14])[CH2:50][C:51]1[C:52]2[CH:59]=[CH:58][CH:57]=[CH:56][C:53]=2[S:54][CH:55]=1)=[O:46], predict the reactants needed to synthesize it. (4) Given the product [Cl:1][C:2]1[CH:7]=[CH:6][C:5]([NH2:8])=[C:4]([C:18]#[C:17][C:12]2[CH:13]=[CH:14][CH:15]=[CH:16][C:11]=2[Cl:10])[CH:3]=1, predict the reactants needed to synthesize it. The reactants are: [Cl:1][C:2]1[CH:7]=[CH:6][C:5]([NH2:8])=[C:4](I)[CH:3]=1.[Cl:10][C:11]1[CH:16]=[CH:15][CH:14]=[CH:13][C:12]=1[C:17]#[CH:18].C(NCC)C. (5) Given the product [Cl:1][C:2]1[N:3]=[C:4]([CH:7]([C:8]2[NH:9][C:10]([C:21]3[CH:26]=[CH:25][CH:24]=[C:23]([F:27])[CH:22]=3)=[C:11]3[C:16](=[O:17])[N:15]([CH3:18])[C:14](=[O:19])[N:13]([CH3:20])[C:12]=23)[CH2:31][CH:30]=[CH2:29])[S:5][CH:6]=1, predict the reactants needed to synthesize it. The reactants are: [Cl:1][C:2]1[N:3]=[C:4]([CH:7](O)[C:8]2[NH:9][C:10]([C:21]3[CH:26]=[CH:25][CH:24]=[C:23]([F:27])[CH:22]=3)=[C:11]3[C:16](=[O:17])[N:15]([CH3:18])[C:14](=[O:19])[N:13]([CH3:20])[C:12]=23)[S:5][CH:6]=1.[CH2:29]([Sn](CCCC)(CCCC)CCCC)[CH:30]=[CH2:31]. (6) The reactants are: [ClH:1].[CH:2]([N:5]1[C:14]2[C:9](=[C:10]([CH3:15])[CH:11]=[CH:12][CH:13]=2)[CH:8]=[C:7]([C:16]([NH:18][CH2:19][CH:20]2[CH2:25][CH2:24][N:23]([CH:26]([CH3:30])[C:27]([OH:29])=O)[CH2:22][CH2:21]2)=[O:17])[C:6]1=[O:31])([CH3:4])[CH3:3].[NH:32]1[CH2:37][CH2:36][O:35][CH2:34][CH2:33]1.C(N(C(C)C)CC)(C)C.CN(C(ON1N=NC2C=CC=CC1=2)=[N+](C)C)C.F[P-](F)(F)(F)(F)F.C(=O)([O-])O.[Na+]. Given the product [ClH:1].[CH:2]([N:5]1[C:14]2[C:9](=[C:10]([CH3:15])[CH:11]=[CH:12][CH:13]=2)[CH:8]=[C:7]([C:16]([NH:18][CH2:19][CH:20]2[CH2:21][CH2:22][N:23]([CH:26]([CH3:30])[C:27]([N:32]3[CH2:37][CH2:36][O:35][CH2:34][CH2:33]3)=[O:29])[CH2:24][CH2:25]2)=[O:17])[C:6]1=[O:31])([CH3:4])[CH3:3], predict the reactants needed to synthesize it.